Dataset: Forward reaction prediction with 1.9M reactions from USPTO patents (1976-2016). Task: Predict the product of the given reaction. (1) Given the reactants C(OC([N:8]1[CH:13]([CH3:14])[CH2:12][N:11]([CH2:15][C:16]2[CH:21]=[CH:20][CH:19]=[C:18]([C:22]3[CH:27]=[CH:26][N:25]=[C:24](Cl)[N:23]=3)[CH:17]=2)[CH2:10][CH:9]1C)=O)(C)(C)C.[F:30][C:31]1[CH:32]=[C:33]([CH2:38][CH2:39][NH2:40])[CH:34]=[C:35]([F:37])[CH:36]=1, predict the reaction product. The product is: [CH:10]12[CH2:14][CH:13]([NH:8][CH2:9]1)[CH2:12][N:11]2[CH2:15][C:16]1[CH:17]=[C:18]([C:22]2[CH:27]=[CH:26][N:25]=[C:24]([NH:40][CH2:39][CH2:38][C:33]3[CH:34]=[C:35]([F:37])[CH:36]=[C:31]([F:30])[CH:32]=3)[N:23]=2)[CH:19]=[CH:20][CH:21]=1. (2) Given the reactants [Cl:1][C:2]1[CH:7]=[C:6]([C:8]([F:11])([F:10])[F:9])[CH:5]=[C:4]([Cl:12])[C:3]=1[O:13][C:14]1[CH:18]=[C:17]([CH3:19])[NH:16][N:15]=1.[CH2:20]([N:22]=[C:23]=[O:24])[CH3:21], predict the reaction product. The product is: [CH2:20]([NH:22][C:23]([N:16]1[C:17]([CH3:19])=[CH:18][C:14]([O:13][C:3]2[C:2]([Cl:1])=[CH:7][C:6]([C:8]([F:11])([F:9])[F:10])=[CH:5][C:4]=2[Cl:12])=[N:15]1)=[O:24])[CH3:21]. (3) Given the reactants Cl.[CH3:2][O:3][C:4]1[CH:9]=[CH:8][C:7]([C:10]([F:13])([F:12])[F:11])=[CH:6][C:5]=1[N:14]1[CH2:19][CH2:18][NH:17][CH2:16][CH2:15]1.Cl[CH2:21][CH2:22][N:23]1[C:27]2[CH:28]=[CH:29][CH:30]=[CH:31][C:26]=2[NH:25][C:24]1=[O:32].C(=O)([O-])[O-].[K+].[K+], predict the reaction product. The product is: [CH3:2][O:3][C:4]1[CH:9]=[CH:8][C:7]([C:10]([F:11])([F:13])[F:12])=[CH:6][C:5]=1[N:14]1[CH2:15][CH2:16][N:17]([CH2:21][CH2:22][N:23]2[C:27]3[CH:28]=[CH:29][CH:30]=[CH:31][C:26]=3[NH:25][C:24]2=[O:32])[CH2:18][CH2:19]1. (4) Given the reactants [Cl:1][C:2]1[CH:7]=[CH:6][C:5]([NH:8][C:9]2([NH2:15])C=CN=[CH:11][NH:10]2)=[CH:4][C:3]=1[OH:16].[C:17]([O-])([O-])=O.[Cs+].[Cs+].Br[CH2:24][CH:25]=[C:26]([CH3:28])[CH3:27].[CH3:29][C:30](C)=O, predict the reaction product. The product is: [Cl:1][C:2]1[CH:7]=[CH:6][C:5]([NH:8][C:9]2[N:10]=[C:11]([CH3:17])[CH:30]=[CH:29][N:15]=2)=[CH:4][C:3]=1[O:16][CH2:24][CH:25]=[C:26]([CH3:28])[CH3:27]. (5) Given the reactants [CH3:1][C:2]1[CH:6]=[C:5]([NH2:7])[NH:4][N:3]=1.C[C:9]1[CH:10]=[C:11]([CH:15](C=O)[C:16](OC)=[O:17])C=CC=1.N1[CH:27]=[CH:26][CH:25]=[CH:24][CH:23]=1, predict the reaction product. The product is: [CH3:23][C:24]1[CH:9]=[C:10]([C:11]2[N:4]3[N:3]=[C:2]([CH3:1])[CH:6]=[C:5]3[NH:7][C:16](=[O:17])[CH:15]=2)[CH:27]=[CH:26][CH:25]=1. (6) Given the reactants [CH3:1][O:2][C:3](=[O:15])[C:4]1[CH:9]=[CH:8][C:7]([NH:10][C:11](=[O:13])[CH3:12])=[C:6](Br)[CH:5]=1.[B:16]1([B:16]2[O:20][C:19]([CH3:22])([CH3:21])[C:18]([CH3:24])([CH3:23])[O:17]2)[O:20][C:19]([CH3:22])([CH3:21])[C:18]([CH3:24])([CH3:23])[O:17]1.CC([O-])=O.[K+].N#N, predict the reaction product. The product is: [CH3:1][O:2][C:3](=[O:15])[C:4]1[CH:9]=[CH:8][C:7]([NH:10][C:11](=[O:13])[CH3:12])=[C:6]([B:16]2[O:20][C:19]([CH3:22])([CH3:21])[C:18]([CH3:24])([CH3:23])[O:17]2)[CH:5]=1. (7) The product is: [Cl:1][C:2]1[C:10]2[NH:9][N:8]=[CH:7][C:6]=2[C:5]2[CH2:11][N:24]([CH2:25][C:26]3[CH:31]=[CH:30][N:29]=[CH:28][CH:27]=3)[C:15](=[O:17])[C@H:14]([CH2:19][C:20]([O:22][CH3:23])=[O:21])[CH2:13][C:4]=2[CH:3]=1. Given the reactants [Cl:1][C:2]1[CH:3]=[C:4]([CH2:13][C@@H:14]([CH2:19][C:20]([O:22][CH3:23])=[O:21])[C:15]([O:17]C)=O)[C:5]([CH2:11]Cl)=[C:6]2[C:10]=1[NH:9][N:8]=[CH:7]2.[NH2:24][CH2:25][C:26]1[CH:31]=[CH:30][N:29]=[CH:28][CH:27]=1, predict the reaction product. (8) Given the reactants [Cl:1][C:2]1[C:7]([O:8][CH3:9])=[CH:6][C:5]([O:10][CH3:11])=[CH:4][C:3]=1[NH:12][CH2:13][C:14]1[C:15]([NH:22][CH2:23][CH3:24])=[N:16][C:17]([S:20][CH3:21])=[N:18][CH:19]=1.[H-].[Na+].[C:27](N1C=CN=C1)(N1C=CN=C1)=[O:28], predict the reaction product. The product is: [Cl:1][C:2]1[C:7]([O:8][CH3:9])=[CH:6][C:5]([O:10][CH3:11])=[CH:4][C:3]=1[N:12]1[CH2:13][C:14]2[C:15](=[N:16][C:17]([S:20][CH3:21])=[N:18][CH:19]=2)[N:22]([CH2:23][CH3:24])[C:27]1=[O:28].